This data is from Forward reaction prediction with 1.9M reactions from USPTO patents (1976-2016). The task is: Predict the product of the given reaction. (1) Given the reactants Br[C:2]1[C:11]([F:12])=[CH:10][C:5]([C:6]([O:8][CH3:9])=[O:7])=[C:4]([Cl:13])[CH:3]=1.[CH3:14][N:15](C=O)C, predict the reaction product. The product is: [Cl:13][C:4]1[CH:3]=[C:2]([C:14]#[N:15])[C:11]([F:12])=[CH:10][C:5]=1[C:6]([O:8][CH3:9])=[O:7]. (2) Given the reactants S(Cl)(Cl)=O.Cl.[CH3:6][N:7]([CH2:9][C:10]1[CH:18]=[CH:17][C:13]([C:14]([OH:16])=[O:15])=[CH:12][CH:11]=1)[CH3:8].C(O)CCCCCCC/C=C\CCCCCCCC, predict the reaction product. The product is: [CH3:8][N:7]([CH2:9][C:10]1[CH:18]=[CH:17][C:13]([C:14]([OH:16])=[O:15])=[CH:12][CH:11]=1)[CH3:6]. (3) Given the reactants [CH3:1][O:2][C:3]1[CH:4]=[C:5]([CH2:13][CH2:14][C:15](Cl)=[O:16])[CH:6]=[CH:7][C:8]=1[O:9][C:10]#[C:11][CH3:12].[N+:18]([C:21]1[CH:28]=[CH:27][C:24]([CH2:25][NH2:26])=[CH:23][CH:22]=1)([O-:20])=[O:19].C(N(CC)CC)C.O1CCCC1, predict the reaction product. The product is: [N+:18]([C:21]1[CH:22]=[CH:23][C:24]([CH2:25][NH:26][C:15](=[O:16])[CH2:14][CH2:13][C:5]2[CH:6]=[CH:7][C:8]([O:9][CH2:10][C:11]#[CH:12])=[C:3]([O:2][CH3:1])[CH:4]=2)=[CH:27][CH:28]=1)([O-:20])=[O:19].